Task: Predict the product of the given reaction.. Dataset: Forward reaction prediction with 1.9M reactions from USPTO patents (1976-2016) (1) Given the reactants [NH2:1][C:2]1[N:7]=[C:6]([C:8]#[N:9])[C:5]([C:10]2[CH:15]=[CH:14][C:13](B3OC(C)(C)C(C)(C)O3)=[CH:12][C:11]=2[F:25])=[N:4][CH:3]=1.Br[C:27]1[CH:32]=[CH:31][CH:30]=[CH:29][C:28]=1[S:33]([NH:36][CH2:37][C:38]([CH3:42])([CH3:41])[CH2:39][OH:40])(=[O:35])=[O:34], predict the reaction product. The product is: [NH2:1][C:2]1[N:7]=[C:6]([C:8]#[N:9])[C:5]([C:10]2[CH:15]=[CH:14][C:13]([C:27]3[C:28]([S:33]([NH:36][CH2:37][C:38]([CH3:42])([CH3:41])[CH2:39][OH:40])(=[O:35])=[O:34])=[CH:29][CH:30]=[CH:31][CH:32]=3)=[CH:12][C:11]=2[F:25])=[N:4][CH:3]=1. (2) Given the reactants [NH:1]1[CH2:6][CH2:5][CH:4]([CH2:7][NH:8][C:9]2[N:14]=[CH:13][CH:12]=[CH:11][N:10]=2)[CH2:3][CH2:2]1.N1CCCCC1.C(Cl)CCl.C1C=CC2N(O)N=NC=2C=1.[S:35]1[CH:39]=[CH:38][CH:37]=[C:36]1[CH2:40][CH2:41][CH2:42][C:43](O)=[O:44], predict the reaction product. The product is: [N:14]1[CH:13]=[CH:12][CH:11]=[N:10][C:9]=1[NH:8][CH2:7][CH:4]1[CH2:5][CH2:6][N:1]([C:43](=[O:44])[CH2:42][CH2:41][CH2:40][C:36]2[S:35][CH:39]=[CH:38][CH:37]=2)[CH2:2][CH2:3]1. (3) Given the reactants [CH:1](=O)[C:2]1[CH:7]=[CH:6][CH:5]=[CH:4][CH:3]=1.[CH2:9]([O:11][C:12]([C@H:14]1[CH2:18][CH2:17][C@@H:16]([C:19]2[CH:24]=[C:23]([F:25])[C:22]([F:26])=[C:21]([F:27])[CH:20]=2)[NH:15]1)=[O:13])[CH3:10].[Na].[Cl-].[NH4+], predict the reaction product. The product is: [CH2:9]([O:11][C:12]([C@H:14]1[CH2:18][CH2:17][C@@H:16]([C:19]2[CH:24]=[C:23]([F:25])[C:22]([F:26])=[C:21]([F:27])[CH:20]=2)[N:15]1[CH2:1][C:2]1[CH:7]=[CH:6][CH:5]=[CH:4][CH:3]=1)=[O:13])[CH3:10]. (4) Given the reactants [CH2:1]1[O:11][C:4]2([CH2:9][CH2:8][C:7](=O)[CH2:6][CH2:5]2)[O:3][CH2:2]1.[C:12](#[N:16])[CH2:13][C:14]#[N:15].[BH4-].[Na+], predict the reaction product. The product is: [O:3]1[C:4]2([CH2:9][CH2:8][CH:7]([CH:13]([C:12]#[N:16])[C:14]#[N:15])[CH2:6][CH2:5]2)[O:11][CH2:1][CH2:2]1. (5) The product is: [NH2:1][C:2]1[N:7]=[CH:6][C:5]([C:8]2[CH:13]=[CH:12][C:11]([S:14]([CH:17]3[CH2:22][CH2:21][CH2:20][N:19]([C:23]([O:25][C:26]([CH3:28])([CH3:27])[CH3:29])=[O:24])[CH2:18]3)(=[O:15])=[O:16])=[CH:10][CH:9]=2)=[N:4][C:3]=1[C:30]([NH:35][NH2:36])=[O:32]. Given the reactants [NH2:1][C:2]1[C:3]([C:30]([O:32]C)=O)=[N:4][C:5]([C:8]2[CH:13]=[CH:12][C:11]([S:14]([CH:17]3[CH2:22][CH2:21][CH2:20][N:19]([C:23]([O:25][C:26]([CH3:29])([CH3:28])[CH3:27])=[O:24])[CH2:18]3)(=[O:16])=[O:15])=[CH:10][CH:9]=2)=[CH:6][N:7]=1.O.[NH2:35][NH2:36], predict the reaction product. (6) Given the reactants [Li]CCCC.Br[C:7]1[CH:15]=[CH:14][C:10]2[CH2:11][CH2:12][O:13][C:9]=2[CH:8]=1.[CH3:16][S:17]SC.O, predict the reaction product. The product is: [CH3:16][S:17][C:7]1[CH:15]=[CH:14][C:10]2[CH2:11][CH2:12][O:13][C:9]=2[CH:8]=1. (7) Given the reactants [F:1][C:2]1[C:3]([C:32]([OH:35])([CH3:34])[CH3:33])=[N:4][C:5]([N:8]2[CH2:16][C@@H:15]3[C@@:10]([C:26]4[CH:31]=[N:30][CH:29]=[CH:28][N:27]=4)([N:11]=[C:12]([NH:17]C(=O)C4C=CC=CC=4)[S:13][CH2:14]3)[CH2:9]2)=[N:6][CH:7]=1.[OH-].[Li+], predict the reaction product. The product is: [NH2:17][C:12]1[S:13][CH2:14][C@@H:15]2[CH2:16][N:8]([C:5]3[N:4]=[C:3]([C:32]([OH:35])([CH3:33])[CH3:34])[C:2]([F:1])=[CH:7][N:6]=3)[CH2:9][C@:10]2([C:26]2[CH:31]=[N:30][CH:29]=[CH:28][N:27]=2)[N:11]=1.